This data is from Reaction yield outcomes from USPTO patents with 853,638 reactions. The task is: Predict the reaction yield, written as a fraction of the theoretical maximum amount of product (1.0 means a 100% yield; for example, 0.34 means a 34% yield). (1) The reactants are [Br:1][C:2]1[CH:3]=[CH:4][C:5]([O:26][CH2:27][CH:28]([CH3:30])[CH3:29])=[C:6]([CH2:8][N:9]2[C:13]([CH3:14])=[CH:12][C:11]([NH:15][C:16](=[O:25])[C:17]3[CH:22]=[CH:21][C:20]([CH:23]=O)=[CH:19][CH:18]=3)=[N:10]2)[CH:7]=1.C(O[BH-](OC(=O)C)OC(=O)C)(=O)C.[Na+].C(O)(=O)C.[CH2:49]([NH2:51])[CH3:50]. The catalyst is C(Cl)Cl. The product is [Br:1][C:2]1[CH:3]=[CH:4][C:5]([O:26][CH2:27][CH:28]([CH3:29])[CH3:30])=[C:6]([CH2:8][N:9]2[C:13]([CH3:14])=[CH:12][C:11]([NH:15][C:16](=[O:25])[C:17]3[CH:18]=[CH:19][C:20]([CH2:23][NH:51][CH2:49][CH3:50])=[CH:21][CH:22]=3)=[N:10]2)[CH:7]=1. The yield is 0.190. (2) The reactants are [CH3:1][C:2]1([CH3:32])[CH2:7][O:6][C:5]2[CH:8]=[CH:9][C:10]([NH:12][C:13]([C:15]3[CH:16]=[CH:17][C:18]4[CH:19]=[C:20]5[C:27](=[O:28])[NH:26][CH2:25][C:24]6([CH2:31][CH2:30][CH2:29]6)[N:21]5[C:22]=4[CH:23]=3)=[O:14])=[CH:11][C:4]=2[NH:3]1.C(N(CC)CC)C.[C:40](Cl)(=[O:43])[CH:41]=[CH2:42]. The catalyst is C(Cl)Cl.O. The product is [C:40]([N:3]1[C:2]([CH3:32])([CH3:1])[CH2:7][O:6][C:5]2[CH:8]=[CH:9][C:10]([NH:12][C:13]([C:15]3[CH:16]=[CH:17][C:18]4[CH:19]=[C:20]5[C:27](=[O:28])[NH:26][CH2:25][C:24]6([CH2:31][CH2:30][CH2:29]6)[N:21]5[C:22]=4[CH:23]=3)=[O:14])=[CH:11][C:4]1=2)(=[O:43])[CH:41]=[CH2:42]. The yield is 0.130. (3) The reactants are C(N(CC)CC)C.Cl.[C:9]([C:11]1[CH:16]=[CH:15][C:14]([NH:17][NH2:18])=[CH:13][CH:12]=1)#[N:10].[F:19][C:20]([F:25])([F:24])[C:21](N)=[NH:22]. The catalyst is CO. The product is [F:19][C:20]([F:25])([F:24])[C:21](=[N:18][NH:17][C:14]1[CH:15]=[CH:16][C:11]([C:9]#[N:10])=[CH:12][CH:13]=1)[NH2:22]. The yield is 0.905. (4) The reactants are Br[C:2]1[CH:3]=[CH:4][C:5]2[O:6][CH2:7][C:8](=[O:12])[NH:9][C:10]=2[N:11]=1.[C:13]1(/[CH:19]=[CH:20]/B(O)O)[CH:18]=[CH:17][CH:16]=[CH:15][CH:14]=1.C(=O)([O-])[O-].[K+].[K+]. The catalyst is O1CCOCC1.O.CCOC(C)=O.C1C=CC([P]([Pd]([P](C2C=CC=CC=2)(C2C=CC=CC=2)C2C=CC=CC=2)([P](C2C=CC=CC=2)(C2C=CC=CC=2)C2C=CC=CC=2)[P](C2C=CC=CC=2)(C2C=CC=CC=2)C2C=CC=CC=2)(C2C=CC=CC=2)C2C=CC=CC=2)=CC=1. The product is [CH:20](/[C:2]1[CH:3]=[CH:4][C:5]2[O:6][CH2:7][C:8](=[O:12])[NH:9][C:10]=2[N:11]=1)=[CH:19]\[C:13]1[CH:18]=[CH:17][CH:16]=[CH:15][CH:14]=1. The yield is 0.380. (5) The reactants are [Br:1]Br.[C:3]1([N:9]2[CH:13]=[CH:12][CH:11]=[N:10]2)[CH:8]=[CH:7][CH:6]=[CH:5][CH:4]=1.O.C([O-])(O)=O.[Na+]. The yield is 0.970. The catalyst is C(O)(=O)C.C(OCC)(=O)C. The product is [Br:1][C:12]1[CH:11]=[N:10][N:9]([C:3]2[CH:4]=[CH:5][CH:6]=[CH:7][CH:8]=2)[CH:13]=1. (6) The reactants are [NH2:1][C:2]1[N:7]=[C:6](/[C:8](=[C:11]2\[NH:12][C:13]3[CH:21]=[CH:20][CH:19]=[CH:18][C:14]=3[N:15]\2[CH2:16][CH3:17])/[C:9]#[N:10])[C:5]([CH3:22])=[CH:4][N:3]=1.[CH2:23]1[N:28]([CH2:29][C:30](O)=[O:31])[CH2:27][CH2:26][O:25][CH2:24]1. No catalyst specified. The product is [C:9](/[C:8](=[C:11]1/[NH:12][C:13]2[CH:21]=[CH:20][CH:19]=[CH:18][C:14]=2[N:15]/1[CH2:16][CH3:17])/[C:6]1[C:5]([CH3:22])=[CH:4][N:3]=[C:2]([NH:1][C:30](=[O:31])[CH2:29][N:28]2[CH2:23][CH2:24][O:25][CH2:26][CH2:27]2)[N:7]=1)#[N:10]. The yield is 0.820. (7) The reactants are Br[C:2]1[CH:7]=[CH:6][C:5]([O:8][CH3:9])=[CH:4][C:3]=1[CH2:10][CH2:11][O:12][CH:13]1[CH2:18][CH2:17][CH2:16][CH2:15][O:14]1.C([Li])CCC.[Cl-].[Ce+3].[Cl-].[Cl-].[F:28][C:29]([F:34])([F:33])[C:30](=[O:32])[CH3:31]. The catalyst is O1CCCC1. The product is [F:28][C:29]([F:34])([F:33])[C:30]([C:2]1[CH:7]=[CH:6][C:5]([O:8][CH3:9])=[CH:4][C:3]=1[CH2:10][CH2:11][O:12][CH:13]1[CH2:18][CH2:17][CH2:16][CH2:15][O:14]1)([OH:32])[CH3:31]. The yield is 0.503.